From a dataset of Catalyst prediction with 721,799 reactions and 888 catalyst types from USPTO. Predict which catalyst facilitates the given reaction. Reactant: [OH:1][C:2]1[CH:9]=[C:8]([N:10]([CH:14]([CH3:16])[CH3:15])[CH2:11][C:12]#[CH:13])[CH:7]=[CH:6][C:3]=1[CH:4]=O.[S:17]1[C:21]2[CH:22]=[CH:23][CH:24]=[CH:25][C:20]=2[N:19]=[C:18]1[CH2:26][C:27](OCC)=[O:28].N1CCCCC1. Product: [S:17]1[C:21]2[CH:22]=[CH:23][CH:24]=[CH:25][C:20]=2[N:19]=[C:18]1[C:26]1[C:27](=[O:28])[O:1][C:2]2[C:3]([CH:4]=1)=[CH:6][CH:7]=[C:8]([N:10]([CH:14]([CH3:16])[CH3:15])[CH2:11][C:12]#[CH:13])[CH:9]=2. The catalyst class is: 8.